Dataset: Full USPTO retrosynthesis dataset with 1.9M reactions from patents (1976-2016). Task: Predict the reactants needed to synthesize the given product. (1) Given the product [Cl:18][CH2:17][CH2:16][CH2:15][CH2:14][O:12][C:7]1[CH:8]=[CH:9][CH:10]=[CH:11][N:6]=1, predict the reactants needed to synthesize it. The reactants are: CN(C=O)C.[N:6]1[CH:11]=[CH:10][CH:9]=[CH:8][C:7]=1[OH:12].Br[CH2:14][CH2:15][CH2:16][CH2:17][Cl:18].C(=O)([O-])[O-].[K+].[K+]. (2) Given the product [N:11]([CH2:5][C:4]1[CH:7]=[CH:8][CH:9]=[CH:10][C:3]=1[C:1]#[N:2])=[N+:12]=[N-:13], predict the reactants needed to synthesize it. The reactants are: [C:1]([C:3]1[CH:10]=[CH:9][CH:8]=[CH:7][C:4]=1[CH2:5]Br)#[N:2].[N-:11]=[N+:12]=[N-:13].[Na+]. (3) Given the product [S:13]([O:12][C:3]1[CH:4]=[C:5]([C:8]([F:10])([F:11])[F:9])[CH:6]=[CH:7][C:2]=1[Cl:1])([C:16]([F:19])([F:18])[F:17])(=[O:15])=[O:14], predict the reactants needed to synthesize it. The reactants are: [Cl:1][C:2]1[CH:7]=[CH:6][C:5]([C:8]([F:11])([F:10])[F:9])=[CH:4][C:3]=1[OH:12].[S:13](O[S:13]([C:16]([F:19])([F:18])[F:17])(=[O:15])=[O:14])([C:16]([F:19])([F:18])[F:17])(=[O:15])=[O:14]. (4) Given the product [Cl:14][C:13]1[C:3]2[CH2:2][N:32]([CH:30]([C:19]3[CH:18]=[C:17]([CH3:16])[C:22]([O:23][CH2:24][CH2:25][C:26]([F:29])([F:27])[F:28])=[CH:21][N:20]=3)[CH3:31])[C:5](=[O:7])[C:4]=2[CH:10]=[CH:11][N:12]=1, predict the reactants needed to synthesize it. The reactants are: Br[CH2:2][C:3]1[C:13]([Cl:14])=[N:12][CH:11]=[CH:10][C:4]=1[C:5]([O:7]CC)=O.Cl.[CH3:16][C:17]1[C:22]([O:23][CH2:24][CH2:25][C:26]([F:29])([F:28])[F:27])=[CH:21][N:20]=[C:19]([CH:30]([NH2:32])[CH3:31])[CH:18]=1.